Dataset: Forward reaction prediction with 1.9M reactions from USPTO patents (1976-2016). Task: Predict the product of the given reaction. Given the reactants [CH2:1]([O:8][C:9]([NH:11][C:12]([CH3:26])([CH3:25])[CH2:13][C:14]([O:16][CH2:17][CH2:18][N:19]1[CH2:24][CH2:23][CH2:22][CH2:21][CH2:20]1)=[O:15])=[O:10])[C:2]1[CH:7]=[CH:6][CH:5]=[CH:4][CH:3]=1.[CH3:27][I:28], predict the reaction product. The product is: [I-:28].[CH2:1]([O:8][C:9]([NH:11][C:12]([CH3:26])([CH3:25])[CH2:13][C:14]([O:16][CH2:17][CH2:18][N+:19]1([CH3:27])[CH2:20][CH2:21][CH2:22][CH2:23][CH2:24]1)=[O:15])=[O:10])[C:2]1[CH:3]=[CH:4][CH:5]=[CH:6][CH:7]=1.